This data is from Reaction yield outcomes from USPTO patents with 853,638 reactions. The task is: Predict the reaction yield, written as a fraction of the theoretical maximum amount of product (1.0 means a 100% yield; for example, 0.34 means a 34% yield). (1) The reactants are [ClH:1].[F:2][C:3]([F:28])([F:27])[C:4]1[CH:5]=[C:6]([C:10]2[CH:15]=[CH:14][C:13]([C@@H:16]3[CH2:18][C@H:17]3[NH:19]C(=O)OC(C)(C)C)=[CH:12][CH:11]=2)[CH:7]=[CH:8][CH:9]=1. The catalyst is C(OCC)C. The product is [ClH:1].[F:2][C:3]([F:27])([F:28])[C:4]1[CH:5]=[C:6]([C:10]2[CH:15]=[CH:14][C:13]([C@@H:16]3[CH2:18][C@H:17]3[NH2:19])=[CH:12][CH:11]=2)[CH:7]=[CH:8][CH:9]=1. The yield is 0.778. (2) The reactants are Br[C:2]1[CH:20]=[CH:19][C:5]([CH2:6][CH:7]2[CH2:11][CH2:10][N:9]([CH:12]3[CH2:17][CH2:16][CH2:15][CH2:14][CH2:13]3)[C:8]2=[O:18])=[C:4]([Cl:21])[CH:3]=1.C([Sn](CCCC)(CCCC)[C:27]1[CH:32]=[CH:31][CH:30]=[CH:29][N:28]=1)CCC.O.C(OCC)(=O)C. The catalyst is C1(C)C=CC=CC=1.C1C=CC([P]([Pd]([P](C2C=CC=CC=2)(C2C=CC=CC=2)C2C=CC=CC=2)([P](C2C=CC=CC=2)(C2C=CC=CC=2)C2C=CC=CC=2)[P](C2C=CC=CC=2)(C2C=CC=CC=2)C2C=CC=CC=2)(C2C=CC=CC=2)C2C=CC=CC=2)=CC=1. The product is [Cl:21][C:4]1[CH:3]=[CH:2][CH:20]=[CH:19][C:5]=1[CH:6]([C:27]1[CH:32]=[CH:31][CH:30]=[CH:29][N:28]=1)[CH:7]1[CH2:11][CH2:10][N:9]([CH:12]2[CH2:17][CH2:16][CH2:15][CH2:14][CH2:13]2)[C:8]1=[O:18]. The yield is 0.770. (3) The reactants are [Br:1][C:2]1[CH:3]=[C:4]([CH:6]=[CH:7][C:8]=1[CH3:9])N.[OH:10]S(O)(=O)=O.N([O-])=O.[Na+]. The catalyst is O. The product is [Br:1][C:2]1[CH:3]=[C:4]([OH:10])[CH:6]=[CH:7][C:8]=1[CH3:9]. The yield is 0.340. (4) No catalyst specified. The reactants are [F:1][C:2]1[CH:3]=[C:4]([NH:8][C:9](NC2C=C3C(=CC=2)N(CCC)NC3=O)=[O:10])[CH:5]=[CH:6][CH:7]=1.C(N1C2C(=CC([N+]([O-])=O)=CC=2)C(=O)N1)C=C. The product is [F:1][C:2]1[CH:3]=[C:4]([N:8]=[C:9]=[O:10])[CH:5]=[CH:6][CH:7]=1. The yield is 0.760.